This data is from Full USPTO retrosynthesis dataset with 1.9M reactions from patents (1976-2016). The task is: Predict the reactants needed to synthesize the given product. (1) Given the product [F:30][C:27]([F:28])([F:29])[S:24]([O:23][C:20]1[CH:21]=[CH:22][C:16]2[O:15][CH2:14][CH:13]([CH2:12][N:31]3[CH2:36][CH2:35][O:34][CH2:33][CH2:32]3)[O:18][C:17]=2[CH:19]=1)(=[O:26])=[O:25], predict the reactants needed to synthesize it. The reactants are: CC1C=CC(S(O[CH2:12][CH:13]2[O:18][C:17]3[CH:19]=[C:20]([O:23][S:24]([C:27]([F:30])([F:29])[F:28])(=[O:26])=[O:25])[CH:21]=[CH:22][C:16]=3[O:15][CH2:14]2)(=O)=O)=CC=1.[NH:31]1[CH2:36][CH2:35][O:34][CH2:33][CH2:32]1. (2) Given the product [NH2:17][CH:18]1[CH2:23][CH2:22][CH2:21][CH2:20][CH:19]1[NH:24][C:10]([NH:9][C:3]1[C:2]([Cl:1])=[CH:7][CH:6]=[CH:5][C:4]=1[Cl:8])=[S:11], predict the reactants needed to synthesize it. The reactants are: [Cl:1][C:2]1[CH:7]=[CH:6][CH:5]=[C:4]([Cl:8])[C:3]=1[N:9]=[C:10]=[S:11].C1COCC1.[NH2:17][C@@H:18]1[CH2:23][CH2:22][CH2:21][CH2:20][C@H:19]1[NH2:24].Cl. (3) Given the product [Br:8][C:9]1[CH:10]=[C:11]2[C:15](=[CH:16][CH:17]=1)[C:14]1[NH:20][N:21]=[CH:3][C:13]=1[CH2:12]2, predict the reactants needed to synthesize it. The reactants are: [H-].[Na+].[CH2:3](OC=O)C.[Br:8][C:9]1[CH:10]=[C:11]2[C:15](=[CH:16][CH:17]=1)[C:14](=O)[CH2:13][CH2:12]2.O.[NH2:20][NH2:21].C(O)(=O)C.